Dataset: Full USPTO retrosynthesis dataset with 1.9M reactions from patents (1976-2016). Task: Predict the reactants needed to synthesize the given product. (1) Given the product [Cl-:2].[N:6]1[CH:7]=[CH:8][CH:9]=[C:4]([CH2:3][P+:22]([C:23]2[CH:24]=[CH:25][CH:26]=[CH:27][CH:28]=2)([C:29]2[CH:34]=[CH:33][CH:32]=[CH:31][CH:30]=2)[C:19]2[CH:18]=[CH:17][CH:16]=[CH:21][CH:20]=2)[CH:5]=1, predict the reactants needed to synthesize it. The reactants are: Cl.[Cl:2][CH2:3][C:4]1[CH:5]=[N:6][CH:7]=[CH:8][CH:9]=1.C([O-])([O-])=O.[K+].[K+].[CH:16]1[CH:21]=[CH:20][C:19]([P:22]([C:29]2[CH:34]=[CH:33][CH:32]=[CH:31][CH:30]=2)[C:23]2[CH:28]=[CH:27][CH:26]=[CH:25][CH:24]=2)=[CH:18][CH:17]=1. (2) Given the product [CH:41]1([CH2:40][O:21][C:18]2[CH:17]=[CH:16][C:15]([C:13](=[O:14])[CH2:12][N:9]3[C:10](=[O:11])[C:5]4[CH:4]=[C:3]([CH2:1][CH3:2])[S:38][C:6]=4[N:7]([CH2:23][C:24]4[CH:29]=[CH:28][C:27]([C:30]5[C:31]([C:36]#[N:37])=[CH:32][CH:33]=[CH:34][CH:35]=5)=[CH:26][CH:25]=4)[C:8]3=[O:22])=[CH:20][CH:19]=2)[CH2:43][CH2:42]1, predict the reactants needed to synthesize it. The reactants are: [CH2:1]([C:3]1[S:38][C:6]2[N:7]([CH2:23][C:24]3[CH:29]=[CH:28][C:27]([C:30]4[C:31]([C:36]#[N:37])=[CH:32][CH:33]=[CH:34][CH:35]=4)=[CH:26][CH:25]=3)[C:8](=[O:22])[N:9]([CH2:12][C:13]([C:15]3[CH:20]=[CH:19][C:18]([OH:21])=[CH:17][CH:16]=3)=[O:14])[C:10](=[O:11])[C:5]=2[CH:4]=1)[CH3:2].Br[CH2:40][CH:41]1[CH2:43][CH2:42]1.CN(C)C=O.C(=O)([O-])[O-].[Cs+].[Cs+]. (3) Given the product [ClH:33].[CH2:1]([CH:3]([CH2:9][C:10]1[CH:15]=[CH:14][C:13]([O:16][CH3:17])=[C:12]([CH2:18][NH:19][CH2:20][C:21]2[CH:22]=[CH:23][C:24]([C:27]([F:28])([F:29])[F:30])=[CH:25][CH:26]=2)[CH:11]=1)[C:4]([OH:6])=[O:5])[CH3:2], predict the reactants needed to synthesize it. The reactants are: [CH2:1]([CH:3]([CH2:9][C:10]1[CH:15]=[CH:14][C:13]([O:16][CH3:17])=[C:12]([CH2:18][NH:19][CH2:20][C:21]2[CH:26]=[CH:25][C:24]([C:27]([F:30])([F:29])[F:28])=[CH:23][CH:22]=2)[CH:11]=1)[C:4]([O:6]CC)=[O:5])[CH3:2].[OH-].[Na+].[ClH:33].